The task is: Predict the reactants needed to synthesize the given product.. This data is from Full USPTO retrosynthesis dataset with 1.9M reactions from patents (1976-2016). (1) Given the product [CH:1]1([C:7]2([CH3:15])[N:11]([CH3:12])[C:10](=[O:13])[N:9]([CH2:17][C:18]([C:20]3[O:21][CH:22]=[CH:23][CH:24]=3)=[O:19])[C:8]2=[O:14])[CH2:2][CH2:3][CH2:4][CH2:5][CH2:6]1, predict the reactants needed to synthesize it. The reactants are: [CH:1]1([C:7]2([CH3:15])[N:11]([CH3:12])[C:10](=[O:13])[NH:9][C:8]2=[O:14])[CH2:6][CH2:5][CH2:4][CH2:3][CH2:2]1.Br[CH2:17][C:18]([C:20]1[O:21][CH:22]=[CH:23][CH:24]=1)=[O:19]. (2) Given the product [O:71]1[CH:75]=[N:74][C:73]([C:76]([NH:79][C:28]([C:27]2[CH:31]=[C:32]([C:35]3[CH:36]=[C:37]4[C:49]([C:50]([NH:51][CH3:52])=[O:53])=[C:48]([C:54]5[CH:55]=[CH:56][C:57]([F:60])=[CH:58][CH:59]=5)[O:47][C:38]4=[N:39][C:40]=3[NH:41][CH2:42][C:43]([F:46])([F:45])[F:44])[CH:33]=[CH:34][C:26]=2[F:25])=[O:30])([CH3:78])[CH3:77])=[N:72]1, predict the reactants needed to synthesize it. The reactants are: CN(C(ON1N=NC2C=CC=NC1=2)=[N+](C)C)C.F[P-](F)(F)(F)(F)F.[F:25][C:26]1[CH:34]=[CH:33][C:32]([C:35]2[CH:36]=[C:37]3[C:49]([C:50](=[O:53])[NH:51][CH3:52])=[C:48]([C:54]4[CH:59]=[CH:58][C:57]([F:60])=[CH:56][CH:55]=4)[O:47][C:38]3=[N:39][C:40]=2[NH:41][CH2:42][C:43]([F:46])([F:45])[F:44])=[CH:31][C:27]=1[C:28]([OH:30])=O.C(N(C(C)C)C(C)C)C.Cl.[O:71]1[CH:75]=[N:74][C:73]([C:76]([NH2:79])([CH3:78])[CH3:77])=[N:72]1.